Dataset: Reaction yield outcomes from USPTO patents with 853,638 reactions. Task: Predict the reaction yield, written as a fraction of the theoretical maximum amount of product (1.0 means a 100% yield; for example, 0.34 means a 34% yield). (1) The reactants are [CH2:1]([O:3][CH:4]([O:8][CH2:9][CH3:10])[CH2:5][CH2:6][NH2:7])[CH3:2].[CH3:11][C:12]([O:15][C:16](O[C:16]([O:15][C:12]([CH3:14])([CH3:13])[CH3:11])=[O:17])=[O:17])([CH3:14])[CH3:13].O.Cl. The catalyst is O1CCOCC1. The product is [CH2:1]([O:3][CH:4]([O:8][CH2:9][CH3:10])[CH2:5][CH2:6][NH:7][C:16](=[O:17])[O:15][C:12]([CH3:14])([CH3:13])[CH3:11])[CH3:2]. The yield is 0.810. (2) The reactants are [N+:1]([C:4]1[CH:5]=[N:6][CH:7]=[CH:8][C:9]=1[C:10]1[CH2:15][CH2:14][CH2:13][CH:12](O)[CH:11]=1)([O-:3])=[O:2].O1CCOCC1.CC1C=CC(S(O)(=O)=O)=CC=1.C([O-])(O)=O.[Na+]. The catalyst is C(OCC)(=O)C. The product is [C:10]1([C:9]2[CH:8]=[CH:7][N:6]=[CH:5][C:4]=2[N+:1]([O-:3])=[O:2])[CH2:15][CH2:14][CH:13]=[CH:12][CH:11]=1. The yield is 0.270. (3) The reactants are [CH:1]1([C:4]2[C:5]([N:24]([C:29]3[CH:34]=[CH:33][C:32]([N+:35]([O-])=O)=[C:31]([CH:38]([F:40])[F:39])[CH:30]=3)[S:25]([CH3:28])(=[O:27])=[O:26])=[CH:6][C:7]3[O:11][C:10]([C:12]4[CH:17]=[CH:16][C:15]([F:18])=[CH:14][CH:13]=4)=[C:9]([C:19]([NH:21][CH3:22])=[O:20])[C:8]=3[CH:23]=2)[CH2:3][CH2:2]1. The catalyst is CO.[Pd]. The product is [NH2:35][C:32]1[CH:33]=[CH:34][C:29]([N:24]([C:5]2[C:4]([CH:1]3[CH2:2][CH2:3]3)=[CH:23][C:8]3[C:9]([C:19]([NH:21][CH3:22])=[O:20])=[C:10]([C:12]4[CH:13]=[CH:14][C:15]([F:18])=[CH:16][CH:17]=4)[O:11][C:7]=3[CH:6]=2)[S:25]([CH3:28])(=[O:27])=[O:26])=[CH:30][C:31]=1[CH:38]([F:40])[F:39]. The yield is 0.630. (4) The reactants are Cl[C:2]1[C:11]2[C:6](=[CH:7][C:8]([O:14][CH2:15][CH2:16][CH2:17][N:18]3[CH2:22][CH2:21][CH2:20][CH2:19]3)=[C:9]([O:12][CH3:13])[CH:10]=2)[N:5]=[CH:4][N:3]=1.[OH:23][C:24]1[CH:32]=[C:31]2[C:27]([CH:28]=[CH:29][NH:30]2)=[CH:26][CH:25]=1.C(=O)([O-])[O-].[K+].[K+]. The catalyst is CN(C=O)C.C(Cl)Cl. The product is [CH3:13][O:12][C:9]1[CH:10]=[C:11]2[C:6](=[CH:7][C:8]=1[O:14][CH2:15][CH2:16][CH2:17][N:18]1[CH2:22][CH2:21][CH2:20][CH2:19]1)[N:5]=[CH:4][N:3]=[C:2]2[O:23][C:24]1[CH:32]=[C:31]2[C:27]([CH:28]=[CH:29][NH:30]2)=[CH:26][CH:25]=1. The yield is 0.690. (5) The reactants are Br[C:2]1[CH:7]=[CH:6][CH:5]=[CH:4][C:3]=1[CH:8]([C:10]1[CH:15]=[CH:14][C:13]([N:16]([CH3:18])[CH3:17])=[CH:12][CH:11]=1)[OH:9].[Li]CCCC.[SiH:24](Cl)([CH2:27][CH3:28])[CH2:25][CH3:26]. The yield is 0.510. The catalyst is C1COCC1. The product is [CH2:25]([Si:24]1([CH2:27][CH3:28])[C:2]2[CH:7]=[CH:6][CH:5]=[CH:4][C:3]=2[CH:8]([C:10]2[CH:15]=[CH:14][C:13]([N:16]([CH3:18])[CH3:17])=[CH:12][CH:11]=2)[O:9]1)[CH3:26]. (6) The reactants are [F:1][B-](F)(F)F.N#[O+].[CH3:8][N:9]([C:14](=[O:36])[C:15]1[CH:20]=[C:19]([Cl:21])[C:18]([O:22][C:23]2[CH:28]=[C:27]([CH:29]([CH3:31])[CH3:30])[C:26]([O:32][CH3:33])=[C:25](N)[CH:24]=2)=[C:17]([Cl:35])[CH:16]=1)[CH2:10][C:11]([OH:13])=[O:12]. The catalyst is ClCCl. The product is [CH3:8][N:9]([C:14](=[O:36])[C:15]1[CH:20]=[C:19]([Cl:21])[C:18]([O:22][C:23]2[CH:28]=[C:27]([CH:29]([CH3:31])[CH3:30])[C:26]([O:32][CH3:33])=[C:25]([F:1])[CH:24]=2)=[C:17]([Cl:35])[CH:16]=1)[CH2:10][C:11]([OH:13])=[O:12]. The yield is 0.260.